Dataset: Reaction yield outcomes from USPTO patents with 853,638 reactions. Task: Predict the reaction yield, written as a fraction of the theoretical maximum amount of product (1.0 means a 100% yield; for example, 0.34 means a 34% yield). (1) The reactants are Br[C:2]1[CH:3]=[C:4]([C:16]([NH:18][CH2:19][C:20]2[C:21](=[O:28])[NH:22][C:23]([CH3:27])=[CH:24][C:25]=2[CH3:26])=[O:17])[C:5]2[CH:6]=[N:7][N:8]([CH:11]3[CH2:15][CH2:14][CH2:13][CH2:12]3)[C:9]=2[CH:10]=1.CC1(C)C(C)(C)OB([C:37]2[CH:49]=[CH:48][C:40]([CH2:41][N:42]3[CH2:47][CH2:46][O:45][CH2:44][CH2:43]3)=[CH:39][CH:38]=2)O1.C([O-])([O-])=O.[Na+].[Na+]. The catalyst is O1CCOCC1.C1C=CC([P]([Pd]([P](C2C=CC=CC=2)(C2C=CC=CC=2)C2C=CC=CC=2)([P](C2C=CC=CC=2)(C2C=CC=CC=2)C2C=CC=CC=2)[P](C2C=CC=CC=2)(C2C=CC=CC=2)C2C=CC=CC=2)(C2C=CC=CC=2)C2C=CC=CC=2)=CC=1. The product is [CH:11]1([N:8]2[C:9]3[CH:10]=[C:2]([C:37]4[CH:38]=[CH:39][C:40]([CH2:41][N:42]5[CH2:47][CH2:46][O:45][CH2:44][CH2:43]5)=[CH:48][CH:49]=4)[CH:3]=[C:4]([C:16]([NH:18][CH2:19][C:20]4[C:21](=[O:28])[NH:22][C:23]([CH3:27])=[CH:24][C:25]=4[CH3:26])=[O:17])[C:5]=3[CH:6]=[N:7]2)[CH2:15][CH2:14][CH2:13][CH2:12]1. The yield is 0.684. (2) The reactants are [S:1]1[C:5]2[C:6]([C:10]3[O:19][C:13]4=[C:14]([NH2:18])[N:15]=[CH:16][CH:17]=[C:12]4[CH:11]=3)=[CH:7][CH:8]=[CH:9][C:4]=2[CH:3]=[N:2]1.[I:20]C1C=NC(N)=C2OC(C3C=CC=C4C=3C=CN=C4)=CC=12. No catalyst specified. The product is [S:1]1[C:5]2[C:6]([C:10]3[O:19][C:13]4=[C:14]([NH2:18])[N:15]=[CH:16][C:17]([I:20])=[C:12]4[CH:11]=3)=[CH:7][CH:8]=[CH:9][C:4]=2[CH:3]=[N:2]1. The yield is 0.920. (3) The product is [Br:1][C:2]1[S:6](=[O:8])(=[O:7])[C:5]2[CH:9]=[C:10]([O:13][CH3:14])[CH:11]=[CH:12][C:4]=2[C:3]=1[O:23][C:20]1[CH:21]=[CH:22][C:17]([Br:16])=[CH:18][CH:19]=1. The reactants are [Br:1][C:2]1[S:6](=[O:8])(=[O:7])[C:5]2[CH:9]=[C:10]([O:13][CH3:14])[CH:11]=[CH:12][C:4]=2[C:3]=1Br.[Br:16][C:17]1[CH:22]=[CH:21][C:20]([OH:23])=[CH:19][CH:18]=1.C([O-])([O-])=O.[Cs+].[Cs+]. The yield is 0.930. The catalyst is C1COCC1.O.